From a dataset of Catalyst prediction with 721,799 reactions and 888 catalyst types from USPTO. Predict which catalyst facilitates the given reaction. (1) Reactant: [N+:1]([O-:4])([O-])=[O:2].[K+].C[Si](Cl)(C)C.[C:11](=[O:27])([O:25][CH3:26])[O:12][C:13]1[CH:18]=[CH:17][C:16]([CH2:19][CH3:20])=[CH:15][C:14]=1[C:21]([CH3:24])([CH3:23])[CH3:22].[Al+3].[Cl-].[Cl-].[Cl-]. Product: [C:11](=[O:27])([O:25][CH3:26])[O:12][C:13]1[CH:18]=[C:17]([N+:1]([O-:4])=[O:2])[C:16]([CH2:19][CH3:20])=[CH:15][C:14]=1[C:21]([CH3:22])([CH3:23])[CH3:24]. The catalyst class is: 2. (2) Reactant: Br[C:2]1[CH:8]=[C:7]([N+:9]([O-:11])=[O:10])[CH:6]=[CH:5][C:3]=1[NH2:4].[C:12]([C:14]1([CH3:17])[CH2:16][CH2:15]1)#[CH:13]. Product: [CH3:17][C:14]1([C:12]#[C:13][C:2]2[CH:8]=[C:7]([N+:9]([O-:11])=[O:10])[CH:6]=[CH:5][C:3]=2[NH2:4])[CH2:16][CH2:15]1. The catalyst class is: 337. (3) Reactant: [CH3:1][O:2][C:3](=[O:15])[C:4]([N+:13]#[C-:14])=[C:5](Br)[C:6]1[CH:11]=[CH:10][CH:9]=[CH:8][CH:7]=1.[CH3:16][O:17][C:18]1[C:24]([O:25][CH3:26])=[CH:23][CH:22]=[CH:21][C:19]=1[NH2:20].C(N(CC)CC)C.C(=O)(O)[O-].[Na+]. Product: [CH3:1][O:2][C:3]([C:4]1[N:13]=[CH:14][N:20]([C:19]2[CH:21]=[CH:22][CH:23]=[C:24]([O:25][CH3:26])[C:18]=2[O:17][CH3:16])[C:5]=1[C:6]1[CH:11]=[CH:10][CH:9]=[CH:8][CH:7]=1)=[O:15]. The catalyst class is: 3. (4) Reactant: [Cl:1][C:2]1[CH:10]=[C:9]2[C:5]([CH2:6][C:7](=[O:11])[NH:8]2)=[CH:4][CH:3]=1.[Cl:12][C:13]1[CH:14]=[C:15]([CH:18]=[C:19]([F:21])[CH:20]=1)[CH:16]=O.N1CCCCC1. Product: [Cl:1][C:2]1[CH:10]=[C:9]2[C:5](/[C:6](=[CH:16]/[C:15]3[CH:18]=[C:19]([F:21])[CH:20]=[C:13]([Cl:12])[CH:14]=3)/[C:7](=[O:11])[NH:8]2)=[CH:4][CH:3]=1. The catalyst class is: 5. (5) Reactant: [C:1]([C:3]([NH:26][C:27](=[O:39])[C:28]1[CH:33]=[CH:32][C:31]([O:34][C:35]([F:38])([F:37])[F:36])=[CH:30][CH:29]=1)([CH3:25])[CH2:4][O:5][C:6]1[CH:7]=[CH:8][C:9]2[CH2:13][O:12][B:11]([OH:14])[C:10]=2[C:15]=1[CH2:16][NH:17]C(=O)OC(C)(C)C)#[N:2].C(O)(C(F)(F)F)=[O:41]. Product: [C:27]([NH2:26])(=[O:39])[C:28]1[CH:33]=[CH:32][CH:31]=[CH:30][CH:29]=1.[NH2:2][C:1](=[O:41])[C:3]([NH:26][C:27](=[O:39])[C:28]1[CH:33]=[CH:32][C:31]([O:34][C:35]([F:36])([F:37])[F:38])=[CH:30][CH:29]=1)([CH3:25])[CH2:4][O:5][C:6]1[CH:7]=[CH:8][C:9]2[CH2:13][O:12][B:11]([OH:14])[C:10]=2[C:15]=1[CH2:16][NH2:17]. The catalyst class is: 2. (6) Reactant: [F:1][C:2]1[CH:7]=[CH:6][C:5]([O:8][CH3:9])=[CH:4][C:3]=1[C:10]1[C:11]([C:26]([NH:28][NH:29][C:30](=O)[C:31]([F:34])([F:33])[F:32])=O)=[CH:12][C:13]([O:16][CH2:17][C:18]2[CH:23]=[CH:22][C:21]([O:24][CH3:25])=[CH:20][CH:19]=2)=[CH:14][CH:15]=1.COC1C=CC(P2(SP(C3C=CC(OC)=CC=3)(=S)S2)=[S:45])=CC=1. Product: [F:1][C:2]1[CH:7]=[CH:6][C:5]([O:8][CH3:9])=[CH:4][C:3]=1[C:10]1[CH:15]=[CH:14][C:13]([O:16][CH2:17][C:18]2[CH:23]=[CH:22][C:21]([O:24][CH3:25])=[CH:20][CH:19]=2)=[CH:12][C:11]=1[C:26]1[S:45][C:30]([C:31]([F:34])([F:33])[F:32])=[N:29][N:28]=1. The catalyst class is: 1. (7) Reactant: [H-].[Na+].[CH:3]1([CH:9]([C:11]2[CH:12]=[N:13][C:14]([C:20]3[C:25]([CH2:26][CH3:27])=[CH:24][CH:23]=[CH:22][C:21]=3[CH2:28][CH3:29])=[CH:15][C:16]=2[O:17][CH2:18][CH3:19])[OH:10])[CH2:8][CH2:7][CH2:6][CH2:5][CH2:4]1.I[CH2:31][CH3:32].O. Product: [CH:3]1([CH:9]([O:10][CH2:31][CH3:32])[C:11]2[C:16]([O:17][CH2:18][CH3:19])=[CH:15][C:14]([C:20]3[C:25]([CH2:26][CH3:27])=[CH:24][CH:23]=[CH:22][C:21]=3[CH2:28][CH3:29])=[N:13][CH:12]=2)[CH2:8][CH2:7][CH2:6][CH2:5][CH2:4]1. The catalyst class is: 3. (8) Reactant: [C:1](Cl)(=[O:4])[CH2:2][CH3:3].[Cl-].[Al+3].[Cl-].[Cl-].[Cl:10][C:11]1[CH:12]=[C:13]([O:17][CH3:18])[CH:14]=[CH:15][CH:16]=1. Product: [Cl:10][C:11]1[CH:12]=[C:13]([O:17][CH3:18])[CH:14]=[CH:15][C:16]=1[C:1](=[O:4])[CH2:2][CH3:3]. The catalyst class is: 53.